From a dataset of Full USPTO retrosynthesis dataset with 1.9M reactions from patents (1976-2016). Predict the reactants needed to synthesize the given product. (1) The reactants are: [CH2:1]([O:3][C:4]([C:6]1[O:7][C:8]([CH2:11]Cl)=[CH:9][CH:10]=1)=[O:5])[CH3:2].[I-].[K+].[CH:15]([OH:17])=[O:16]. Given the product [CH2:1]([O:3][C:4]([C:6]1[O:7][C:8]([CH2:11][C:15]([OH:17])=[O:16])=[CH:9][CH:10]=1)=[O:5])[CH3:2], predict the reactants needed to synthesize it. (2) Given the product [OH:1][C:2]1[CH:7]=[CH:6][C:5]([C:8](=[O:10])[CH3:9])=[CH:4][C:3]=1[I:11], predict the reactants needed to synthesize it. The reactants are: [OH:1][C:2]1[CH:7]=[CH:6][C:5]([C:8](=[O:10])[CH3:9])=[CH:4][CH:3]=1.[I:11]I.[I-].[K+].